From a dataset of Reaction yield outcomes from USPTO patents with 853,638 reactions. Predict the reaction yield, written as a fraction of the theoretical maximum amount of product (1.0 means a 100% yield; for example, 0.34 means a 34% yield). The reactants are [OH:1][C:2]1[C:7]([NH:8]/[N:9]=[C:10]2/[C:11]([CH3:26])=[N:12][N:13]([C:16]3[CH:25]=[CH:24][C:23]4[CH2:22][CH2:21][CH2:20][CH2:19][C:18]=4[CH:17]=3)[C:14]/2=[O:15])=[CH:6][CH:5]=[CH:4][C:3]=1[C:27]1[O:31][C:30]([C:32]([OH:34])=[O:33])=[CH:29][CH:28]=1.[OH-].[Na+:36]. The catalyst is O1CCCC1. The product is [Na+:36].[Na+:36].[OH:1][C:2]1[C:7]([NH:8]/[N:9]=[C:10]2/[C:11]([CH3:26])=[N:12][N:13]([C:16]3[CH:25]=[CH:24][C:23]4[CH2:22][CH2:21][CH2:20][CH2:19][C:18]=4[CH:17]=3)[C:14]/2=[O:15])=[CH:6][CH:5]=[CH:4][C:3]=1[C:27]1[O:31][C:30]([C:32]([O-:34])=[O:33])=[CH:29][CH:28]=1.[OH:1][C:2]1[C:7]([NH:8]/[N:9]=[C:10]2/[C:11]([CH3:26])=[N:12][N:13]([C:16]3[CH:25]=[CH:24][C:23]4[CH2:22][CH2:21][CH2:20][CH2:19][C:18]=4[CH:17]=3)[C:14]/2=[O:15])=[CH:6][CH:5]=[CH:4][C:3]=1[C:27]1[O:31][C:30]([C:32]([O-:34])=[O:33])=[CH:29][CH:28]=1. The yield is 0.818.